Dataset: Catalyst prediction with 721,799 reactions and 888 catalyst types from USPTO. Task: Predict which catalyst facilitates the given reaction. (1) Product: [CH3:23][C:19]1[C:18]([C:24]#[C:25][CH2:26][CH2:27][CH3:28])=[C:17]([CH:22]=[CH:21][CH:20]=1)[C:16]([NH:15][C:6]1([C:4]([OH:5])=[O:3])[CH2:14][C:13]2[C:8](=[CH:9][CH:10]=[CH:11][CH:12]=2)[CH2:7]1)=[O:29]. The catalyst class is: 14. Reactant: C([O:3][C:4]([C:6]1([NH:15][C:16](=[O:29])[C:17]2[CH:22]=[CH:21][CH:20]=[C:19]([CH3:23])[C:18]=2[C:24]#[C:25][CH2:26][CH2:27][CH3:28])[CH2:14][C:13]2[C:8](=[CH:9][CH:10]=[CH:11][CH:12]=2)[CH2:7]1)=[O:5])C.[OH-].[K+].O. (2) Reactant: C([O:3][CH:4](OCC)[CH2:5][O:6][CH2:7][C:8]1[CH:13]=[CH:12][CH:11]=[CH:10][CH:9]=1)C.P(Cl)(Cl)(Cl)(Cl)Cl.[CH3:23][N:24]([CH3:27])[CH:25]=O.[OH-].[Na+]. Product: [CH2:7]([O:6][C:5](=[CH:23][N:24]([CH3:27])[CH3:25])[CH:4]=[O:3])[C:8]1[CH:13]=[CH:12][CH:11]=[CH:10][CH:9]=1. The catalyst class is: 6. (3) Product: [C:10]1([N:9]2[C:3]([C:4]([O:6][CH2:7][CH3:8])=[O:5])=[CH:18][N:16]=[CH:17]2)[CH:15]=[CH:14][CH:13]=[CH:12][CH:11]=1. Reactant: CO[CH:3]([NH:9][C:10]1[CH:15]=[CH:14][CH:13]=[CH:12][CH:11]=1)[C:4]([O:6][CH2:7][CH3:8])=[O:5].[N+:16]([CH2:18]S(C1C=CC(C)=CC=1)(=O)=O)#[C-:17].C(=O)([O-])[O-].[K+].[K+].O. The catalyst class is: 8. (4) Reactant: [CH:1]1([N:7]2[C:12](=[O:13])[CH:11]=[CH:10][C:9]([C:14]([O:16]C)=[O:15])=[CH:8]2)[CH2:6][CH2:5][CH2:4][CH2:3][CH2:2]1.[Li+].[OH-]. Product: [CH:1]1([N:7]2[C:12](=[O:13])[CH:11]=[CH:10][C:9]([C:14]([OH:16])=[O:15])=[CH:8]2)[CH2:2][CH2:3][CH2:4][CH2:5][CH2:6]1. The catalyst class is: 36. (5) Reactant: [C:1]([C:5]1[S:9][C:8]([NH:10][S:11]([C:14]2[C:23]3[C:18](=[CH:19][CH:20]=[CH:21][CH:22]=3)[CH:17]=[CH:16][CH:15]=2)(=[O:13])=[O:12])=[N:7][C:6]=1[CH3:24])([CH3:4])([CH3:3])[CH3:2].[H-].[Na+].[I-].[Na+].Br[CH2:30][CH:31]1[CH2:33][CH2:32]1. Product: [C:1]([C:5]1[S:9][C:8](=[N:10][S:11]([C:14]2[C:23]3[C:18](=[CH:19][CH:20]=[CH:21][CH:22]=3)[CH:17]=[CH:16][CH:15]=2)(=[O:13])=[O:12])[N:7]([CH2:30][CH:31]2[CH2:33][CH2:32]2)[C:6]=1[CH3:24])([CH3:4])([CH3:3])[CH3:2]. The catalyst class is: 35.